This data is from Full USPTO retrosynthesis dataset with 1.9M reactions from patents (1976-2016). The task is: Predict the reactants needed to synthesize the given product. Given the product [Br:1][C:2]1[C:3]([CH3:11])=[C:4]([C@H:8]([NH:10][C:12](=[O:13])[O:14][C:15]([CH3:18])([CH3:17])[CH3:16])[CH3:9])[CH:5]=[CH:6][CH:7]=1, predict the reactants needed to synthesize it. The reactants are: [Br:1][C:2]1[C:3]([CH3:11])=[C:4]([C@H:8]([NH2:10])[CH3:9])[CH:5]=[CH:6][CH:7]=1.[C:12](O[C:12]([O:14][C:15]([CH3:18])([CH3:17])[CH3:16])=[O:13])([O:14][C:15]([CH3:18])([CH3:17])[CH3:16])=[O:13].C(Cl)Cl.C(N(CC)CC)C.